The task is: Binary Classification. Given a miRNA mature sequence and a target amino acid sequence, predict their likelihood of interaction.. This data is from Experimentally validated miRNA-target interactions with 360,000+ pairs, plus equal number of negative samples. (1) The miRNA is hsa-miR-449a with sequence UGGCAGUGUAUUGUUAGCUGGU. The protein sequence of the target gene is MENRALDPGTRDSYGATSHLPNKGALAKVKNNFKDLMSKLTEGQYVLCRWTDGLYYLGKIKRVSSSKQSCLVTFEDNSKYWVLWKDIQHAGVPGEEPKCNICLGKTSGPLNEILICGKCGLGYHQQCHIPIAGSADQPLLTPWFCRRCIFALAVRKGGALKKGAIARTLQAVKMVLSYQPEELEWDSPHRTNQQQCYCYCGGPGEWYLRMLQCYRCRQWFHEACTQCLNEPMMFGDRFYLFFCSVCNQGPEYIERLPLRWVDVVHLALYNLGVQSKKKYFDFEEILAFVNHHWELLQLGK.... Result: 1 (interaction). (2) The miRNA is hsa-miR-142-5p with sequence CAUAAAGUAGAAAGCACUACU. The protein sequence of the target gene is MAAFSEMGVMPEIAQAVEEMDWLLPTDIQAESIPLILGGGDVLMAAETGSGKTGAFSIPVIQIVYETLKDQQEGKKGKTTIKTGASVLNKWQMNPYDRGSAFAIGSDGLCCQSREVKEWHGCRATKGLMKGKHYYEVSCHDQGLCRVGWSTMQASLDLGTDKFGFGFGGTGKKSHNKQFDNYGEEFTMHDTIGCYLDIDKGHVKFSKNGKDLGLAFEIPPHMKNQALFPACVLKNAELKFNFGEEEFKFPPKDGFVALSKAPDGYIVKSQHSGNAQVTQTKFLPNAPKALIVEPSRELAE.... Result: 0 (no interaction). (3) The miRNA is hsa-miR-30d-5p with sequence UGUAAACAUCCCCGACUGGAAG. The protein sequence of the target gene is MSYGPLDMYRNPGPSGPQLRDFSSIIQTCSGNIQRISQATAQIKNLMSQLGTKQDSSKLQENLQQLQHSTNQLAKETNELLKELGSLPLPLSTSEQRQQRLQKERLMNDFSAALNNFQAVQRRVSEKEKESIARARAGSRLSAEERQREEQLVSFDSHEEWNQMQSQEDEVAITEQDLELIKERETAIRQLEADILDVNQIFKDLAMMIHDQGDLIDSIEANVESSEVHVERATEQLQRAAYYQKKSRKKMCILVLVLSVIILILGLIIWLVYKTK. Result: 1 (interaction). (4) The miRNA is mmu-miR-24-1-5p with sequence GUGCCUACUGAGCUGAUAUCAGU. The protein sequence of the target gene is MEERKEEGEAEIQEHGPEHWFSKWERQCLAEAEQDEQLSPELQEEAAAAAQPEHKQQKLWHLFQNSATAVAQLYKDRVCQQPGLSLWVPFQNAATAVTNLYKESVDTHQRSFDIGIQIGYQRRNKDVLAWVKKRRRTIRREDLISFLCGKVPPPRNSRAPPRLTVVSPNRATSTETSSSVETDLQPFREAIALHGLSGAMASISVRSSTPGSPTHVSSGPNASRRRNGLHDVDLNTFITEEMALHLDNGGTRKRTSAQCGDVITDSPTHKRNRML. Result: 0 (no interaction). (5) Result: 1 (interaction). The protein sequence of the target gene is MSLGSELFRDVAIVFSQEEWQWLAPAQRDLYRDVMLETYSNLVSLGLAVSKPDVISFLEQGKEPWMVERVVSGGLCPVLESRYDTKELFPKQHVYEVESPQWEIMESLTSYGLECSSFQDDWECRNQFDRQQGNPDRHFHQMIIRHEEMPTFDQHASLTFYQKIHTREKPFGYNKCRKDFWQKELLINHQGIYTNEKPYKCKECGKAFKYGSRLIQHENIHSGKKPYECKECGKAFNSGSNFIQHQRVHTGEKPYECKDCEKAFSRSSQLIEHQRTHTGEKPYQCKECGKAFNRISHLKV.... The miRNA is hsa-miR-3910 with sequence AAAGGCAUAAAACCAAGACA. (6) The miRNA is hsa-miR-548p with sequence UAGCAAAAACUGCAGUUACUUU. The protein sequence of the target gene is MAATLDLKSKEEKDAELDKRIEALRRKNEALIRRYQEIEEDRKKAELEGVAVTAPRKGRSVEKENVAVESEKNLGPSRRSPGTPRPPGASKGGRTPPQQGGRAGMGRASRSWEGSPGEQPRGGGAGGRGRRGRGRGSPHLSGAGDTSISDRKSKEWEERRRQNIEKMNEEMEKIAEYERNQREGVLEPNPVRNFLDDPRRRSGPLEESERDRREESRRHGRNWGGPDFERVRCGLEHERQGRRAGLGSAGDMTLSMTGRERSEYLRWKQEREKIDQERLQRHRKPTGQWRREWDAEKTDG.... Result: 0 (no interaction). (7) The miRNA is mmu-miR-3062-5p with sequence GGAGAAUGUAGUGUUACCGUGA. The protein sequence of the target gene is MESVSCSAAAVRTGDMESQRDLSLVPERLQRREQERQLEVERRKQKRQNQEVEKENSHFFVATFVRERAAVEELLERAESVERLEEAASRLQGLQKLINDSVFFLAAYDLRQGQEALARLQAALAERRRGLQPKKRFAFKTRGKDAASSTKVDAAPGIPPAVESIQDSPLPKKAEGDLGPSWVCGFSNLESQVLEKRASELHQRDVLLTELSNCTVRLYGNPNTLRLTKAHSCKLLCGPVSTSVFLEDCSDCVLAVACQQLRIHSTKDTRIFLQVTSRAIVEDCSGIQFAPYTWSYPEID.... Result: 0 (no interaction).